Dataset: Catalyst prediction with 721,799 reactions and 888 catalyst types from USPTO. Task: Predict which catalyst facilitates the given reaction. (1) Reactant: Cl[C:2]1[C:7]([CH:8]([F:10])[F:9])=[CH:6][CH:5]=[CH:4][N:3]=1.[C:11](=[NH:24])([C:18]1[CH:23]=[CH:22][CH:21]=[CH:20][CH:19]=1)[C:12]1[CH:17]=[CH:16][CH:15]=[CH:14][CH:13]=1.CC(C)([O-])C.[K+]. Product: [F:9][CH:8]([F:10])[C:7]1[C:2]([N:24]=[C:11]([C:12]2[CH:17]=[CH:16][CH:15]=[CH:14][CH:13]=2)[C:18]2[CH:23]=[CH:22][CH:21]=[CH:20][CH:19]=2)=[N:3][CH:4]=[CH:5][CH:6]=1. The catalyst class is: 101. (2) Reactant: C([Li])CCC.Br[C:7]1[CH:12]=[CH:11][CH:10]=[CH:9][N:8]=1.[CH:13]([C:15]1[CH:20]=[CH:19][C:18]([NH:21][C:22](=[O:24])[CH3:23])=[CH:17][CH:16]=1)=[O:14]. Product: [OH:14][CH:13]([C:7]1[CH:12]=[CH:11][CH:10]=[CH:9][N:8]=1)[C:15]1[CH:16]=[CH:17][C:18]([NH:21][C:22](=[O:24])[CH3:23])=[CH:19][CH:20]=1. The catalyst class is: 323. (3) Reactant: [NH2:1][C:2]1[S:3][CH:4]=[C:5](/[C:7](=[N:43]/[O:44]C(=O)C)/[C:8]([NH:10][C@@H:11]2[C:41](=[O:42])[N:13]3[C:14]([C:25]([O:27][CH:28]([C:35]4[CH:40]=[CH:39][CH:38]=[CH:37][CH:36]=4)[C:29]4[CH:34]=[CH:33][CH:32]=[CH:31][CH:30]=4)=[O:26])=[C:15]([S:18][CH2:19][C:20]4[CH:21]=[N:22][NH:23][CH:24]=4)[CH2:16][S:17][C@H:12]23)=[O:9])[N:6]=1.Cl.[OH-].[Na+].[OH-].[K+]. Product: [NH2:1][C:2]1[S:3][CH:4]=[C:5](/[C:7](=[N:43]/[OH:44])/[C:8]([NH:10][C@@H:11]2[C:41](=[O:42])[N:13]3[C:14]([C:25]([O:27][CH:28]([C:29]4[CH:34]=[CH:33][CH:32]=[CH:31][CH:30]=4)[C:35]4[CH:40]=[CH:39][CH:38]=[CH:37][CH:36]=4)=[O:26])=[C:15]([S:18][CH2:19][C:20]4[CH:21]=[N:22][NH:23][CH:24]=4)[CH2:16][S:17][C@H:12]23)=[O:9])[N:6]=1. The catalyst class is: 125. (4) Reactant: [NH2:1][CH2:2][CH2:3][CH2:4][S:5]([OH:8])(=[O:7])=[O:6].C(=O)(O)[O-].[Na+].[Cl:14][C:15]1[CH:16]=[C:17]2[C:22](=[C:23]([Cl:25])[CH:24]=1)[CH2:21][N:20]([CH3:26])[CH2:19][CH:18]2[C:27]1[CH:28]=[C:29]([S:33](Cl)(=[O:35])=[O:34])[CH:30]=[CH:31][CH:32]=1.Cl. Product: [Cl:14][C:15]1[CH:16]=[C:17]2[C:22](=[C:23]([Cl:25])[CH:24]=1)[CH2:21][N:20]([CH3:26])[CH2:19][CH:18]2[C:27]1[CH:28]=[C:29]([S:33]([NH:1][CH2:2][CH2:3][CH2:4][S:5]([OH:8])(=[O:7])=[O:6])(=[O:35])=[O:34])[CH:30]=[CH:31][CH:32]=1. The catalyst class is: 30. (5) Reactant: [CH3:1][O:2][CH2:3][CH2:4][CH:5]([C:7]1[CH:16]=[CH:15][C:10]([C:11]([O:13]C)=[O:12])=[CH:9][CH:8]=1)[CH3:6].O.[OH-].[Li+].Cl. Product: [CH3:1][O:2][CH2:3][CH2:4][CH:5]([C:7]1[CH:8]=[CH:9][C:10]([C:11]([OH:13])=[O:12])=[CH:15][CH:16]=1)[CH3:6]. The catalyst class is: 24. (6) Reactant: [CH3:1][O:2][C:3]1[CH:17]=[CH:16][C:6]([CH2:7][C:8]2[S:9][CH:10]=[C:11]([C:13]([OH:15])=O)[N:12]=2)=[CH:5][CH:4]=1.[CH3:18][O:19][C:20]1[CH:21]=[C:22]([C:28]2([CH2:33][NH2:34])[CH2:32][CH2:31][CH2:30][CH2:29]2)[CH:23]=[CH:24][C:25]=1[O:26][CH3:27].C(N(CC)CC)C.F[P-](F)(F)(F)(F)F.N1(OC(N(C)C)=[N+](C)C)C2N=CC=CC=2N=N1. Product: [CH3:18][O:19][C:20]1[CH:21]=[C:22]([C:28]2([CH2:33][NH:34][C:13]([C:11]3[N:12]=[C:8]([CH2:7][C:6]4[CH:5]=[CH:4][C:3]([O:2][CH3:1])=[CH:17][CH:16]=4)[S:9][CH:10]=3)=[O:15])[CH2:29][CH2:30][CH2:31][CH2:32]2)[CH:23]=[CH:24][C:25]=1[O:26][CH3:27]. The catalyst class is: 10. (7) Reactant: C([O:4][C:5]1[C:10]([CH:11]=[O:12])=[CH:9][CH:8]=[C:7]([N+:13]([O-:15])=[O:14])[C:6]=1[O:16][CH3:17])(=O)C.[OH-].[Na+].Cl. Product: [OH:4][C:5]1[C:6]([O:16][CH3:17])=[C:7]([N+:13]([O-:15])=[O:14])[CH:8]=[CH:9][C:10]=1[CH:11]=[O:12]. The catalyst class is: 6. (8) Reactant: [CH3:1][O:2][C:3]1[CH:18]=[CH:17][C:6]([CH:7](O)[C:8]2[CH:13]=[CH:12][C:11]([O:14][CH3:15])=[CH:10][CH:9]=2)=[CH:5][CH:4]=1.S(Cl)(Cl)=O.[CH3:23][N:24]1[CH2:29][CH2:28][N:27]([CH2:30][C:31]2[CH:32]=[C:33]3[C:47](=[CH:48][CH:49]=2)[C:36]2[NH:37][N:38]=[C:39]([C:40]4[S:44][C:43]([CH:45]=[O:46])=[CH:42][CH:41]=4)[C:35]=2[CH2:34]3)[CH2:26][CH2:25]1.C(N(CC)CC)C. Product: [CH3:1][O:2][C:3]1[CH:18]=[CH:17][C:6]([CH:7]([C:8]2[CH:13]=[CH:12][C:11]([O:14][CH3:15])=[CH:10][CH:9]=2)[N:37]2[C:36]3[C:47]4[C:33]([CH2:34][C:35]=3[C:39]([C:40]3[S:44][C:43]([CH:45]=[O:46])=[CH:42][CH:41]=3)=[N:38]2)=[CH:32][C:31]([CH2:30][N:27]2[CH2:28][CH2:29][N:24]([CH3:23])[CH2:25][CH2:26]2)=[CH:49][CH:48]=4)=[CH:5][CH:4]=1. The catalyst class is: 30. (9) Reactant: FC(F)(F)C(O)=O.[CH:8]1([C:11]2[N:15]=[C:14]([CH:16]3[CH2:21][CH:20]([C:22]4[CH:27]=[CH:26][C:25]([O:28][C:29]([F:32])([F:31])[F:30])=[CH:24][CH:23]=4)[CH2:19][NH:18][CH2:17]3)[O:13][N:12]=2)[CH2:10][CH2:9]1.C(N(CC)CC)C.[C:40](Cl)(=[O:51])[O:41][C:42]1[CH:47]=[CH:46][C:45]([N+:48]([O-:50])=[O:49])=[CH:44][CH:43]=1. Product: [CH:8]1([C:11]2[N:15]=[C:14]([CH:16]3[CH2:21][CH:20]([C:22]4[CH:27]=[CH:26][C:25]([O:28][C:29]([F:31])([F:30])[F:32])=[CH:24][CH:23]=4)[CH2:19][N:18]([C:40]([O:41][C:42]4[CH:43]=[CH:44][C:45]([N+:48]([O-:50])=[O:49])=[CH:46][CH:47]=4)=[O:51])[CH2:17]3)[O:13][N:12]=2)[CH2:9][CH2:10]1. The catalyst class is: 4.